The task is: Regression/Classification. Given a drug SMILES string, predict its absorption, distribution, metabolism, or excretion properties. Task type varies by dataset: regression for continuous measurements (e.g., permeability, clearance, half-life) or binary classification for categorical outcomes (e.g., BBB penetration, CYP inhibition). Dataset: cyp3a4_veith.. This data is from CYP3A4 inhibition data for predicting drug metabolism from PubChem BioAssay. (1) The compound is O=[N+]([O-])c1c(NCCO)cc(Sc2nc3ccccc3s2)c2nonc12. The result is 1 (inhibitor). (2) The molecule is COc1ccccc1NC(=O)Cc1csc(NC(=S)Nc2ccc(C)cc2)n1. The result is 1 (inhibitor). (3) The drug is COCC(=O)N1CCC2(CC1)CCN(c1ncccn1)CC2. The result is 0 (non-inhibitor). (4) The molecule is COc1ccc(S(=O)(=O)Nc2ccc(S(=O)(=O)N3CCCCC3)cc2)cc1C. The result is 0 (non-inhibitor). (5) The compound is Cc1ccc(CNC(=O)[C@H](C)[C@@H]2C[C@@]2(C)[C@@H](NC(=O)OCc2ccccc2)c2ccccc2)o1. The result is 1 (inhibitor). (6) The compound is Fc1ccc(Cn2c(SCc3ccc(F)c(F)c3)nnc2C(F)(F)F)cc1. The result is 1 (inhibitor).